This data is from Forward reaction prediction with 1.9M reactions from USPTO patents (1976-2016). The task is: Predict the product of the given reaction. (1) The product is: [OH:10][C:7]1[CH:8]=[CH:9][C:4]([CH2:3][CH2:2][NH:1][C:16](=[O:17])[O:18][C:19]([CH3:22])([CH3:21])[CH3:20])=[CH:5][CH:6]=1. Given the reactants [NH2:1][CH2:2][CH2:3][C:4]1[CH:9]=[CH:8][C:7]([OH:10])=[CH:6][CH:5]=1.C(=O)(O)[O-].[Na+].[C:16](O[C:16]([O:18][C:19]([CH3:22])([CH3:21])[CH3:20])=[O:17])([O:18][C:19]([CH3:22])([CH3:21])[CH3:20])=[O:17], predict the reaction product. (2) Given the reactants C1(P(C2C=CC=CC=2)C2C=CC=CC=2)C=CC=CC=1.Br[C:21]([Br:24])(Br)Br.[F:25][C:26]1[CH:27]=[C:28]([C:32]2[C:41]3[C:36](=[CH:37][CH:38]=[CH:39][CH:40]=3)[C:35](=[O:42])[O:34][C:33]=2CO)[CH:29]=[CH:30][CH:31]=1, predict the reaction product. The product is: [Br:24][CH2:21][C:33]1[O:34][C:35](=[O:42])[C:36]2[C:41]([C:32]=1[C:28]1[CH:29]=[CH:30][CH:31]=[C:26]([F:25])[CH:27]=1)=[CH:40][CH:39]=[CH:38][CH:37]=2. (3) Given the reactants [CH3:1][O:2][C:3]1[CH:4]=[CH:5][C:6]2[N:11]=[CH:10][C:9](=[O:12])[N:8]([CH2:13][CH2:14][C@H:15]3[CH2:17][O:16]3)[C:7]=2[N:18]=1.[NH:19]1[CH2:24][CH2:23][CH:22]([NH:25][C:26](=[O:32])[O:27][C:28]([CH3:31])([CH3:30])[CH3:29])[CH2:21][CH2:20]1, predict the reaction product. The product is: [OH:16][C@@H:15]([CH2:14][CH2:13][N:8]1[C:9](=[O:12])[CH:10]=[N:11][C:6]2[CH:5]=[CH:4][C:3]([O:2][CH3:1])=[N:18][C:7]1=2)[CH2:17][N:19]1[CH2:20][CH2:21][CH:22]([NH:25][C:26](=[O:32])[O:27][C:28]([CH3:30])([CH3:29])[CH3:31])[CH2:23][CH2:24]1. (4) Given the reactants [Br:1][C:2]1[CH:7]=[C:6]([NH2:8])[C:5]([NH2:9])=[C:4]([F:10])[C:3]=1[F:11].O[CH:13]1[CH:18](O)OCCO1, predict the reaction product. The product is: [Br:1][C:2]1[CH:7]=[C:6]2[C:5]([N:9]=[CH:13][CH:18]=[N:8]2)=[C:4]([F:10])[C:3]=1[F:11].